Task: Predict the reactants needed to synthesize the given product.. Dataset: Full USPTO retrosynthesis dataset with 1.9M reactions from patents (1976-2016) (1) Given the product [Cl:1][C:2]1[C:9]([Cl:10])=[CH:8][CH:7]=[CH:6][C:3]=1[CH2:4][N:18]1[C:26]2[C:21](=[CH:22][CH:23]=[C:24]([CH2:27][C:28]([OH:30])=[O:29])[CH:25]=2)[CH:20]=[CH:19]1.[CH2:11]([N:18]1[C:26]2[C:21](=[CH:22][CH:23]=[C:24]([CH2:27][C:28]([OH:30])=[O:29])[CH:25]=2)[CH:20]=[CH:19]1)[C:12]1[CH:13]=[CH:14][CH:15]=[CH:16][CH:17]=1, predict the reactants needed to synthesize it. The reactants are: [Cl:1][C:2]1[C:9]([Cl:10])=[CH:8][CH:7]=[CH:6][C:3]=1[CH2:4]Cl.[CH2:11]([N:18]1[C:26]2[C:21](=[CH:22][CH:23]=[C:24]([CH2:27][C:28]([OH:30])=[O:29])[CH:25]=2)[CH:20]=[CH:19]1)[C:12]1[CH:17]=[CH:16][CH:15]=[CH:14][CH:13]=1. (2) Given the product [ClH:40].[F:25][C:26]1[CH:33]=[CH:32][C:29]([CH2:30][O:1][C:2]2[CH:3]=[CH:4][C:5]([C@H:8]3[CH2:12][C:11]4([CH2:13][CH2:14][NH:15][CH2:16][CH2:17]4)[O:10][CH2:9]3)=[CH:6][CH:7]=2)=[CH:28][CH:27]=1, predict the reactants needed to synthesize it. The reactants are: [OH:1][C:2]1[CH:7]=[CH:6][C:5]([C@H:8]2[CH2:12][C:11]3([CH2:17][CH2:16][N:15](C(OC(C)(C)C)=O)[CH2:14][CH2:13]3)[O:10][CH2:9]2)=[CH:4][CH:3]=1.[F:25][C:26]1[CH:33]=[CH:32][C:29]([CH2:30]Br)=[CH:28][CH:27]=1.C(=O)([O-])[O-].[K+].[K+].[ClH:40].O1CCOCC1.